From a dataset of Forward reaction prediction with 1.9M reactions from USPTO patents (1976-2016). Predict the product of the given reaction. Given the reactants [NH:1]1[C:5]2[CH:6]=[CH:7][C:8]([C:10]([OH:12])=O)=[CH:9][C:4]=2[N:3]=[CH:2]1.[C:13]1([C:19]2[CH:32]=[CH:31][C:22]3[C@H:23]4[C@H:28]([CH2:29][CH2:30][C:21]=3[CH:20]=2)[NH:27][CH2:26][CH2:25][CH2:24]4)[CH:18]=[CH:17][CH:16]=[CH:15][CH:14]=1, predict the reaction product. The product is: [NH:1]1[C:5]2[CH:6]=[CH:7][C:8]([C:10]([N:27]3[C@@H:28]4[C@H:23]([C:22]5[CH:31]=[CH:32][C:19]([C:13]6[CH:18]=[CH:17][CH:16]=[CH:15][CH:14]=6)=[CH:20][C:21]=5[CH2:30][CH2:29]4)[CH2:24][CH2:25][CH2:26]3)=[O:12])=[CH:9][C:4]=2[N:3]=[CH:2]1.